Task: Predict the reaction yield, written as a fraction of the theoretical maximum amount of product (1.0 means a 100% yield; for example, 0.34 means a 34% yield).. Dataset: Reaction yield outcomes from USPTO patents with 853,638 reactions (1) The reactants are C(O[CH:4](OCC)[CH2:5][Br:6])C.[NH2:10][C:11]1[CH:16]=[C:15]([CH3:17])[CH:14]=[C:13](Br)[N:12]=1.C(OCC)(=O)C. The catalyst is O. The product is [Br:6][C:5]1[N:12]2[CH:13]=[CH:14][N:10]=[C:11]2[CH:16]=[C:15]([CH3:17])[CH:4]=1. The yield is 0.760. (2) The reactants are [O:1]1[C:5]2[CH:6]=[CH:7][C:8]([OH:10])=[CH:9][C:4]=2[O:3][CH2:2]1.C([Mg]Cl)(C)C.[Br:16][C:17]1[CH:25]=[CH:24][CH:23]=[C:22]2[C:18]=1[C:19](=[O:32])[C:20](=[O:31])[N:21]2[CH2:26][CH2:27][CH2:28][CH2:29][CH3:30]. The catalyst is O1CCCC1.ClCCl. The product is [Br:16][C:17]1[CH:25]=[CH:24][CH:23]=[C:22]2[C:18]=1[C:19]([OH:32])([C:7]1[C:8]([OH:10])=[CH:9][C:4]3[O:3][CH2:2][O:1][C:5]=3[CH:6]=1)[C:20](=[O:31])[N:21]2[CH2:26][CH2:27][CH2:28][CH2:29][CH3:30]. The yield is 0.970. (3) The reactants are C(OC([C:6]1[N:7]([CH2:19][CH2:20][NH:21][C:22]([O:24]C(C)(C)C)=O)[N:8]=[C:9]([CH2:11][O:12][C:13]2[CH:18]=[CH:17][CH:16]=[CH:15][CH:14]=2)[CH:10]=1)=O)C.C([O-])([O-])=O.[Na+].[Na+]. The catalyst is Cl.O1CCOCC1. The product is [O:12]([CH2:11][C:9]1[CH:10]=[C:6]2[C:22](=[O:24])[NH:21][CH2:20][CH2:19][N:7]2[N:8]=1)[C:13]1[CH:18]=[CH:17][CH:16]=[CH:15][CH:14]=1. The yield is 0.850. (4) The product is [CH3:1][C:2]1[CH:7]=[CH:6][C:5]([S:8][C:9]2[CH:10]=[CH:11][CH:12]=[CH:13][CH:14]=2)=[C:4]([NH2:15])[CH:3]=1. The reactants are [CH3:1][C:2]1[CH:7]=[CH:6][C:5]([S:8][C:9]2[CH:14]=[CH:13][CH:12]=[CH:11][CH:10]=2)=[C:4]([N+:15]([O-])=O)[CH:3]=1.Cl[Sn]Cl. The catalyst is CCO. The yield is 0.820. (5) The yield is 0.0800. The product is [C:1]([N:4]1[CH2:13][CH2:12][C:11]2[C:6](=[CH:7][C:8]([C:41]3[CH:42]=[C:37]([C:26]4([C:31]5[CH:36]=[CH:35][CH:34]=[CH:33][CH:32]=5)[N:25]=[C:24]([NH2:23])[N:28]([CH3:29])[C:27]4=[O:30])[CH:38]=[CH:39][CH:40]=3)=[CH:9][CH:10]=2)[CH2:5]1)(=[O:3])[CH3:2]. The reactants are [C:1]([N:4]1[CH2:13][CH2:12][C:11]2[C:6](=[CH:7][C:8](B3OC(C)(C)C(C)(C)O3)=[CH:9][CH:10]=2)[CH2:5]1)(=[O:3])[CH3:2].[NH2:23][C:24]1[N:28]([CH3:29])[C:27](=[O:30])[C:26]([C:37]2[CH:42]=[CH:41][CH:40]=[C:39](Br)[CH:38]=2)([C:31]2[CH:36]=[CH:35][CH:34]=[CH:33][CH:32]=2)[N:25]=1.C(=O)([O-])[O-].[Cs+].[Cs+].COCCOC.O.C(O)C. The catalyst is O. (6) The reactants are [CH3:1][C:2]([CH3:31])([O:4][C:5]([NH:7][C@H:8]([C:28]([OH:30])=[O:29])[CH2:9][NH:10][C:11]([O:13][CH2:14][CH:15]1[C:27]2[CH:26]=[CH:25][CH:24]=[CH:23][C:22]=2[C:21]2[C:16]1=[CH:17][CH:18]=[CH:19][CH:20]=2)=[O:12])=[O:6])[CH3:3].[C:32](=O)([O-])O.[K+].IC.O. The catalyst is CN(C)C=O. The product is [CH3:3][C:2]([CH3:31])([O:4][C:5]([NH:7][C@H:8]([C:28]([O:30][CH3:32])=[O:29])[CH2:9][NH:10][C:11]([O:13][CH2:14][CH:15]1[C:16]2[CH:17]=[CH:18][CH:19]=[CH:20][C:21]=2[C:22]2[C:27]1=[CH:26][CH:25]=[CH:24][CH:23]=2)=[O:12])=[O:6])[CH3:1]. The yield is 0.810. (7) The reactants are [CH3:1][C@H:2]1[CH2:6][CH2:5][CH2:4][N:3]1[C:7]1[N:12]=[C:11]([NH:13][C:14]2[C:15]3[N:16]([CH:29]=[CH:30][N:31]=3)[N:17]=[C:18]([C:20]3[CH:28]=[CH:27][C:23]([C:24]([OH:26])=O)=[CH:22][CH:21]=3)[CH:19]=2)[CH:10]=[CH:9][CH:8]=1.C1C=CC2N(O)N=[N:38]C=2C=1.CCN(CC)CC.CCN=C=NCCCN(C)C.N. The catalyst is ClCCl.O1CCOCC1. The product is [CH3:1][C@H:2]1[CH2:6][CH2:5][CH2:4][N:3]1[C:7]1[N:12]=[C:11]([NH:13][C:14]2[C:15]3[N:16]([CH:29]=[CH:30][N:31]=3)[N:17]=[C:18]([C:20]3[CH:21]=[CH:22][C:23]([C:24]([NH2:38])=[O:26])=[CH:27][CH:28]=3)[CH:19]=2)[CH:10]=[CH:9][CH:8]=1. The yield is 0.470. (8) The reactants are [Sn](Cl)Cl.[Br:4][C:5]1[CH:14]=[CH:13][C:8]([C:9]([O:11][CH3:12])=[O:10])=[C:7]([N+:15]([O-])=O)[CH:6]=1.O.[OH-].[K+]. The catalyst is Cl. The product is [NH2:15][C:7]1[CH:6]=[C:5]([Br:4])[CH:14]=[CH:13][C:8]=1[C:9]([O:11][CH3:12])=[O:10]. The yield is 0.840.